From a dataset of Forward reaction prediction with 1.9M reactions from USPTO patents (1976-2016). Predict the product of the given reaction. (1) Given the reactants [F:1][C:2]1[CH:7]=[CH:6][C:5]([O:8][C:9]2[N:14]=[CH:13][C:12]([C:15](Cl)=[O:16])=[CH:11][CH:10]=2)=[CH:4][CH:3]=1.[CH3:18][C@H:19]1[CH2:24][N:23]([CH2:25][C:26]2[CH:31]=[CH:30][C:29]([NH:32][CH3:33])=[CH:28][CH:27]=2)[CH2:22][CH2:21][N:20]1[C:34]([O:36][C:37]([CH3:40])([CH3:39])[CH3:38])=[O:35].C(N(CC)CC)C, predict the reaction product. The product is: [F:1][C:2]1[CH:7]=[CH:6][C:5]([O:8][C:9]2[N:14]=[CH:13][C:12]([C:15]([N:32]([CH3:33])[C:29]3[CH:28]=[CH:27][C:26]([CH2:25][N:23]4[CH2:22][CH2:21][N:20]([C:34]([O:36][C:37]([CH3:39])([CH3:38])[CH3:40])=[O:35])[C@@H:19]([CH3:18])[CH2:24]4)=[CH:31][CH:30]=3)=[O:16])=[CH:11][CH:10]=2)=[CH:4][CH:3]=1. (2) Given the reactants Br[C:2]1[CH:3]=[CH:4][C:5]([N+:24]([O-:26])=[O:25])=[C:6]([CH:23]=1)[CH2:7][NH:8][CH2:9][CH:10]1[CH2:15][CH2:14][N:13]([C:16]([O:18][C:19]([CH3:22])([CH3:21])[CH3:20])=[O:17])[CH2:12][CH2:11]1.O.CCCCCC.C(OCC)(=O)C.[CH3:40][N:41](C=O)C, predict the reaction product. The product is: [C:40]([C:2]1[CH:3]=[CH:4][C:5]([N+:24]([O-:26])=[O:25])=[C:6]([CH:23]=1)[CH2:7][NH:8][CH2:9][CH:10]1[CH2:15][CH2:14][N:13]([C:16]([O:18][C:19]([CH3:22])([CH3:21])[CH3:20])=[O:17])[CH2:12][CH2:11]1)#[N:41]. (3) Given the reactants [F:1][C:2]1[CH:3]=[C:4]2[C:8](=[CH:9][CH:10]=1)[N:7]([CH2:11][C:12]1[C:21]3[C:16](=[CH:17][CH:18]=[CH:19][CH:20]=3)[CH:15]=[CH:14][CH:13]=1)[C:6]1[C:22](=[O:27])[O:23][C:24](=[O:26])[CH2:25][C:5]2=1.[CH2:28]([NH2:32])[CH2:29][CH2:30][CH3:31], predict the reaction product. The product is: [CH2:28]([NH:32][C:24]([CH2:25][C:5]1[C:4]2[C:8](=[CH:9][CH:10]=[C:2]([F:1])[CH:3]=2)[N:7]([CH2:11][C:12]2[C:21]3[C:16](=[CH:17][CH:18]=[CH:19][CH:20]=3)[CH:15]=[CH:14][CH:13]=2)[C:6]=1[C:22]([OH:23])=[O:27])=[O:26])[CH2:29][CH2:30][CH3:31]. (4) Given the reactants [N+:1]([C:4]1[CH:5]=[C:6]([OH:10])[CH:7]=[CH:8][CH:9]=1)([O-:3])=[O:2].[CH2:11](Br)[C:12]1[CH:17]=[CH:16][CH:15]=[CH:14][CH:13]=1.C([O-])([O-])=O.[K+].[K+], predict the reaction product. The product is: [CH2:11]([O:10][C:6]1[CH:7]=[CH:8][CH:9]=[C:4]([N+:1]([O-:3])=[O:2])[CH:5]=1)[C:12]1[CH:17]=[CH:16][CH:15]=[CH:14][CH:13]=1. (5) The product is: [F:14][C:3]1[C:2]([C:17]2[N:16]([CH3:15])[C:20]([C:21]#[N:22])=[CH:19][CH:18]=2)=[CH:10][CH:9]=[C:8]2[C:4]=1[C:5]([CH3:13])([CH3:12])[C:6](=[O:11])[NH:7]2. Given the reactants Br[C:2]1[C:3]([F:14])=[C:4]2[C:8](=[CH:9][CH:10]=1)[NH:7][C:6](=[O:11])[C:5]2([CH3:13])[CH3:12].[CH3:15][N:16]1[C:20]([C:21]#[N:22])=[CH:19][CH:18]=[C:17]1B(O)O.C(=O)([O-])[O-].[K+].[K+].Cl, predict the reaction product. (6) Given the reactants [Cl:1][C:2]1[CH:7]=[CH:6][N:5]2[N:8]=[CH:9][C:10]([C:11](Cl)=[O:12])=[C:4]2[N:3]=1.[Cl:14][C:15]1[CH:16]=[C:17]([N:21]2[C:25]([NH2:26])=[CH:24][C:23]([CH3:27])=[N:22]2)[CH:18]=[CH:19][CH:20]=1.C(N(CC)C(C)C)(C)C, predict the reaction product. The product is: [Cl:1][C:2]1[CH:7]=[CH:6][N:5]2[N:8]=[CH:9][C:10]([C:11]([NH:26][C:25]3[N:21]([C:17]4[CH:18]=[CH:19][CH:20]=[C:15]([Cl:14])[CH:16]=4)[N:22]=[C:23]([CH3:27])[CH:24]=3)=[O:12])=[C:4]2[N:3]=1. (7) Given the reactants [C:1]([O:5][C:6]([NH:8][CH2:9][C@H:10]1[CH2:15][CH2:14][C@H:13]([C:16]([NH:18][C@H:19]([C:37](=[O:50])[NH:38][C:39]2[CH:44]=[CH:43][C:42]([C:45]3[N:46]=[N:47][NH:48][N:49]=3)=[CH:41][CH:40]=2)[CH2:20][C:21]2[CH:26]=[CH:25][C:24]([C:27]3[CH:32]=[CH:31][C:30]([C:33](O)=[O:34])=[CH:29][C:28]=3[CH3:36])=[CH:23][CH:22]=2)=[O:17])[CH2:12][CH2:11]1)=[O:7])([CH3:4])([CH3:3])[CH3:2].[NH2:51][C@H:52]1[CH2:58][CH2:57][CH2:56][CH2:55][NH:54][C:53]1=[O:59].C(N(CC)C(C)C)(C)C.F[P-](F)(F)(F)(F)F.CN(C(ON1C2=NC=CC=C2N=N1)=[N+](C)C)C, predict the reaction product. The product is: [CH3:36][C:28]1[CH:29]=[C:30]([C:33](=[O:34])[NH:51][C@H:52]2[CH2:58][CH2:57][CH2:56][CH2:55][NH:54][C:53]2=[O:59])[CH:31]=[CH:32][C:27]=1[C:24]1[CH:25]=[CH:26][C:21]([CH2:20][C@H:19]([NH:18][C:16]([C@H:13]2[CH2:12][CH2:11][C@H:10]([CH2:9][NH:8][C:6](=[O:7])[O:5][C:1]([CH3:3])([CH3:2])[CH3:4])[CH2:15][CH2:14]2)=[O:17])[C:37](=[O:50])[NH:38][C:39]2[CH:44]=[CH:43][C:42]([C:45]3[N:49]=[N:48][NH:47][N:46]=3)=[CH:41][CH:40]=2)=[CH:22][CH:23]=1. (8) Given the reactants [Cl:1][C:2]1[C:8](Cl)=[CH:7][C:5]([NH2:6])=[C:4]([N+:10]([O-:12])=[O:11])[CH:3]=1.[NH:13]1[CH2:18][CH2:17][NH:16][CH2:15][CH2:14]1.C(=O)([O-])[O-].[Na+].[Na+].O, predict the reaction product. The product is: [Cl:1][C:2]1[C:8]([N:13]2[CH2:18][CH2:17][NH:16][CH2:15][CH2:14]2)=[CH:7][C:5]([NH2:6])=[C:4]([N+:10]([O-:12])=[O:11])[CH:3]=1.